From a dataset of Full USPTO retrosynthesis dataset with 1.9M reactions from patents (1976-2016). Predict the reactants needed to synthesize the given product. (1) Given the product [NH2:8][C:6]1[CH:5]=[C:4]([Cl:11])[C:3]([C:12]([CH3:15])([CH3:16])[C:13]#[N:14])=[C:2]([Cl:1])[CH:7]=1, predict the reactants needed to synthesize it. The reactants are: [Cl:1][C:2]1[CH:7]=[C:6]([N+:8]([O-])=O)[CH:5]=[C:4]([Cl:11])[C:3]=1[C:12]([CH3:16])([CH3:15])[C:13]#[N:14]. (2) Given the product [Si:1]([O:8][C@@H:9]([C@H:11]1[C:12](=[O:68])[N:13]2[C:35]([C:55]([O:57][CH2:58][C:59]3[CH:64]=[CH:63][C:62]([N+:65]([O-:67])=[O:66])=[CH:61][CH:60]=3)=[O:56])=[C:16]([C:18]3[S:22][C:21]4=[C:23]([C:26]([C:28]5[CH:29]=[N:30][CH:31]=[CH:32][CH:33]=5)=[O:27])[N:24]=[CH:25][N:20]4[CH:19]=3)[C@H:15]([CH3:34])[C@H:14]12)[CH3:10])([C:4]([CH3:6])([CH3:5])[CH3:7])([CH3:2])[CH3:3], predict the reactants needed to synthesize it. The reactants are: [Si:1]([O:8][C@@H:9]([C@@H:11]1[C@@H:14]([C@@H:15]([CH3:34])[C:16]([C:18]2[S:22][C:21]3=[C:23]([C:26]([C:28]4[CH:29]=[N:30][CH:31]=[CH:32][CH:33]=4)=[O:27])[N:24]=[CH:25][N:20]3[CH:19]=2)=O)[N:13]([C:35]([C:55]([O:57][CH2:58][C:59]2[CH:64]=[CH:63][C:62]([N+:65]([O-:67])=[O:66])=[CH:61][CH:60]=2)=[O:56])=P(C2C=CC=CC=2)(C2C=CC=CC=2)C2C=CC=CC=2)[C:12]1=[O:68])[CH3:10])([C:4]([CH3:7])([CH3:6])[CH3:5])([CH3:3])[CH3:2].